From a dataset of Peptide-MHC class II binding affinity with 134,281 pairs from IEDB. Regression. Given a peptide amino acid sequence and an MHC pseudo amino acid sequence, predict their binding affinity value. This is MHC class II binding data. (1) The peptide sequence is DEELLKAVRIIKILYQSNP. The MHC is HLA-DQA10104-DQB10503 with pseudo-sequence HLA-DQA10104-DQB10503. The binding affinity (normalized) is 0.342. (2) The peptide sequence is GFIGFCKSMGSKCVR. The MHC is DRB4_0101 with pseudo-sequence DRB4_0103. The binding affinity (normalized) is 0.398.